Task: Predict the product of the given reaction.. Dataset: Forward reaction prediction with 1.9M reactions from USPTO patents (1976-2016) (1) The product is: [CH2:1]([O:3][C:4]([C:6]1[C:7]([OH:23])=[C:8]2[C:15]([Cl:16])=[C:14]([Cl:17])[N:13]([CH2:18][CH2:19][CH:20]([CH3:22])[CH3:21])[C:9]2=[C:10]([C:30]#[N:31])[N:11]=1)=[O:5])[CH3:2]. Given the reactants [CH2:1]([O:3][C:4]([C:6]1[C:7]([OH:23])=[C:8]2[C:15]([Cl:16])=[C:14]([Cl:17])[N:13]([CH2:18][CH2:19][CH:20]([CH3:22])[CH3:21])[C:9]2=[C:10](Br)[N:11]=1)=[O:5])[CH3:2].C(OCC)(=O)C.[CH3:30][N:31](C)C(=O)C, predict the reaction product. (2) Given the reactants [CH:1]1([C:6]([OH:32])([CH2:22][C:23]2[O:24]C(C)(C)[O:26][C:27](=O)[CH:28]=2)[C:7]#[C:8][C:9]2[CH:14]=[C:13]([F:15])[C:12]([C:16]3([C:19]#[N:20])[CH2:18][CH2:17]3)=[C:11]([F:21])[CH:10]=2)[CH2:5][CH2:4][CH2:3][CH2:2]1.C1(C(O)(CC2OC(C)(C)OC(=O)C=2)C#CC2C=CC(C(C)(C)C#N)=C(F)C=2)CCCC1, predict the reaction product. The product is: [CH:1]1([C:6]2([CH2:7][CH2:8][C:9]3[CH:14]=[C:13]([F:15])[C:12]([C:16]4([C:19]#[N:20])[CH2:18][CH2:17]4)=[C:11]([F:21])[CH:10]=3)[CH2:22][C:23](=[O:24])[CH2:28][C:27](=[O:26])[O:32]2)[CH2:5][CH2:4][CH2:3][CH2:2]1. (3) Given the reactants C(OC([N:8]1[CH:12]=[CH:11][C:10]([N:13]([C:16]([C:18]2[C:23]([NH:24][S:25]([C:28]3[CH:33]=[CH:32][C:31]([Cl:34])=[C:30]([C:35]([F:38])([F:37])[F:36])[CH:29]=3)(=[O:27])=[O:26])=[CH:22][C:21]([Cl:39])=[CH:20][N:19]=2)=[O:17])[CH2:14][CH3:15])=[N:9]1)=O)(C)(C)C, predict the reaction product. The product is: [CH2:14]([N:13]([C:10]1[CH:11]=[CH:12][NH:8][N:9]=1)[C:16]([C:18]1[C:23]([NH:24][S:25]([C:28]2[CH:33]=[CH:32][C:31]([Cl:34])=[C:30]([C:35]([F:38])([F:36])[F:37])[CH:29]=2)(=[O:27])=[O:26])=[CH:22][C:21]([Cl:39])=[CH:20][N:19]=1)=[O:17])[CH3:15]. (4) Given the reactants [C:1](OC(=O)CC)(=O)CC.[F:10][C:11]1[CH:12]=[C:13]([N:24]2[CH2:28][C@H:27]([CH2:29][NH:30][C:31](=[O:33])[CH3:32])[O:26][C:25]2=[O:34])[CH:14]=[C:15]2[C:19]=1[N:18]([CH2:20][CH2:21][CH3:22])[C:17](=[O:23])[CH2:16]2.C(N(C(C)C)CC)(C)C, predict the reaction product. The product is: [F:10][C:11]1[CH:12]=[C:13]([N:24]2[CH2:28][C@H:27]([CH2:29][NH:30][C:31](=[O:33])[CH2:32][CH3:1])[O:26][C:25]2=[O:34])[CH:14]=[C:15]2[C:19]=1[N:18]([CH2:20][CH2:21][CH3:22])[C:17](=[O:23])[CH2:16]2. (5) Given the reactants [F:1][C:2]1[CH:3]=[C:4]2[C:9](=[CH:10][CH:11]=1)[N:8]=[C:7]([C@@H:12]([NH2:14])[CH3:13])[C:6]([C:15]1[CH:20]=[CH:19][CH:18]=[C:17]([S:21]([CH3:24])(=[O:23])=[O:22])[N:16]=1)=[CH:5]2.[NH2:25][C:26]1[C:31]([C:32]#[N:33])=[C:30](Cl)[N:29]=[CH:28][N:27]=1.C(N(C(C)C)C(C)C)C, predict the reaction product. The product is: [NH2:25][C:26]1[C:31]([C:32]#[N:33])=[C:30]([NH:14][C@H:12]([C:7]2[C:6]([C:15]3[CH:20]=[CH:19][CH:18]=[C:17]([S:21]([CH3:24])(=[O:23])=[O:22])[N:16]=3)=[CH:5][C:4]3[C:9](=[CH:10][CH:11]=[C:2]([F:1])[CH:3]=3)[N:8]=2)[CH3:13])[N:29]=[CH:28][N:27]=1. (6) Given the reactants [OH:1][C:2]1([C:16]([O:18]CC)=O)[C:10]2[C:5](=[C:6]([O:14][CH3:15])[C:7]([N+:11]([O-:13])=[O:12])=[CH:8][CH:9]=2)[CH2:4][CH2:3]1.ClC(Cl)(Cl)[C:23]([N:25]=C=O)=[O:24].C(N(CC)CC)C, predict the reaction product. The product is: [CH3:15][O:14][C:6]1[C:7]([N+:11]([O-:13])=[O:12])=[CH:8][CH:9]=[C:10]2[C:5]=1[CH2:4][CH2:3][C:2]12[O:1][C:23](=[O:24])[NH:25][C:16]1=[O:18]. (7) Given the reactants [C:1]1([C:7]2[CH:8]=[C:9](C3C4C(C=C5C=3C=CC=C5)=CC=CC=4)[CH:10]=[CH:11][C:12]=2[C:13]2[CH:18]=[CH:17][CH:16]=[CH:15][CH:14]=2)[CH:6]=[CH:5][CH:4]=[CH:3][CH:2]=1.C1C(=O)N(Br)C(=O)C1.C1([C:47]2[CH:48]=[C:49]([C:59]3[C:60]4[C:65]([C:66]([Br:73])=C5C=3C=CC=C5)=[CH:64][CH:63]=[CH:62][CH:61]=4)[CH:50]=[CH:51][C:52]=2C2C=CC=CC=2)C=CC=CC=1, predict the reaction product. The product is: [C:13]1([C:12]2[CH:11]=[C:10]([C:61]3[C:60]4[C:65](=[C:66]([Br:73])[C:48]5[C:49]([CH:59]=4)=[CH:50][CH:51]=[CH:52][CH:47]=5)[CH:64]=[CH:63][CH:62]=3)[CH:9]=[CH:8][C:7]=2[C:1]2[CH:6]=[CH:5][CH:4]=[CH:3][CH:2]=2)[CH:14]=[CH:15][CH:16]=[CH:17][CH:18]=1. (8) Given the reactants [C:1]([O:4]CC)(=[O:3])[CH3:2].[CH3:7][CH2:8][CH2:9][CH2:10][CH2:11][CH2:12][CH3:13].[C:14](O)(=O)[CH3:15].[CH:18](Cl)(Cl)Cl, predict the reaction product. The product is: [CH3:18][C@@H:2]([CH2:7][CH2:8][CH2:9][C:10]1[CH:15]=[CH:14][CH:13]=[CH:12][CH:11]=1)[C:1]([OH:4])=[O:3]. (9) Given the reactants [F:1][C:2]1[CH:19]=[CH:18][C:5]([C:6]([CH:8]2C(=O)O[C:11](C)([CH3:15])[O:10][C:9]2=[O:17])=[O:7])=[CH:4][CH:3]=1, predict the reaction product. The product is: [F:1][C:2]1[CH:3]=[CH:4][C:5]([C:6](=[O:7])[CH2:8][C:9]([O:10][CH2:11][CH3:15])=[O:17])=[CH:18][CH:19]=1.